From a dataset of Forward reaction prediction with 1.9M reactions from USPTO patents (1976-2016). Predict the product of the given reaction. (1) The product is: [N:1]1[CH:6]=[CH:5][CH:4]=[CH:3][C:2]=1[C:7]([C:9]1[CH:10]=[C:11]([C:23]2[CH:28]=[CH:27][CH:26]=[CH:25][CH:24]=2)[C:12](=[O:21])[N:13]([C:15]2[CH:20]=[CH:19][CH:18]=[CH:17][CH:16]=2)[CH:14]=1)=[O:8]. Given the reactants [N:1]1[CH:6]=[CH:5][CH:4]=[CH:3][C:2]=1[C:7]([C:9]1[CH:10]=[C:11](Br)[C:12](=[O:21])[N:13]([C:15]2[CH:20]=[CH:19][CH:18]=[CH:17][CH:16]=2)[CH:14]=1)=[O:8].[C:23]1(B(O)O)[CH:28]=[CH:27][CH:26]=[CH:25][CH:24]=1.C(=O)([O-])[O-].[Cs+].[Cs+].CN(C)C=O, predict the reaction product. (2) Given the reactants B.C1COCC1.[Br:7][C:8]1[CH:16]=[C:15]([Cl:17])[CH:14]=[CH:13][C:9]=1[C:10](O)=[O:11], predict the reaction product. The product is: [Br:7][C:8]1[CH:16]=[C:15]([Cl:17])[CH:14]=[CH:13][C:9]=1[CH2:10][OH:11].